This data is from Full USPTO retrosynthesis dataset with 1.9M reactions from patents (1976-2016). The task is: Predict the reactants needed to synthesize the given product. (1) Given the product [OH:22][CH2:21][CH2:20][C:17]1[O:18][C:19]2[C:11]([CH2:10][O:9][C:6]3[CH:5]=[CH:4][C:3]([CH2:34][CH2:35][C:36]([O:38][CH2:39][CH3:40])=[O:37])=[C:2]([CH3:1])[C:7]=3[CH3:8])=[CH:12][C:13]([O:29][C:30]([F:33])([F:31])[F:32])=[CH:14][C:15]=2[CH:16]=1, predict the reactants needed to synthesize it. The reactants are: [CH3:1][C:2]1[C:7]([CH3:8])=[C:6]([O:9][CH2:10][C:11]2[C:19]3[O:18][C:17]([CH2:20][CH2:21][O:22]C4CCCCO4)=[CH:16][C:15]=3[CH:14]=[C:13]([O:29][C:30]([F:33])([F:32])[F:31])[CH:12]=2)[CH:5]=[CH:4][C:3]=1[CH2:34][CH2:35][C:36]([O:38][CH2:39][CH3:40])=[O:37].C1(C)C=CC(S([O-])(=O)=O)=CC=1.[NH+]1C=CC=CC=1. (2) Given the product [O:23]1[C:7]2([CH2:5][CH2:4][O:3][CH2:2][CH2:1]2)[CH2:6][C:16]([C:17]([O:19][CH2:20][CH3:21])=[O:18])=[N:22]1, predict the reactants needed to synthesize it. The reactants are: [CH3:1][CH2:2][O:3][CH2:4][CH3:5].[CH3:6][CH2:7]N(C(C)C)C(C)C.Cl[C:16](=[N:22][OH:23])[C:17]([O:19][CH2:20][CH3:21])=[O:18]. (3) Given the product [CH3:12][O:13][CH2:14][CH:15]1[N:22]([C:2]([O:4][CH2:5][C:6]2[CH:11]=[CH:10][CH:9]=[CH:8][CH:7]=2)=[O:3])[CH2:21][CH:20]2[N:17]([CH2:18][CH2:19]2)[C:16]1=[O:23], predict the reactants needed to synthesize it. The reactants are: Cl[C:2]([O:4][CH2:5][C:6]1[CH:11]=[CH:10][CH:9]=[CH:8][CH:7]=1)=[O:3].[CH3:12][O:13][CH2:14][CH:15]1[NH:22][CH2:21][CH:20]2[N:17]([CH2:18][CH2:19]2)[C:16]1=[O:23].C(N(CC)CC)C.